Task: Predict the reaction yield, written as a fraction of the theoretical maximum amount of product (1.0 means a 100% yield; for example, 0.34 means a 34% yield).. Dataset: Reaction yield outcomes from USPTO patents with 853,638 reactions (1) The reactants are C(C1C=C(NC2N=C(NC3C=CC=C(C(O)=O)C=3)C(F)=CN=2)C=CC=1)(O)=O.[CH3:28][O:29][C:30]1[CH:31]=[C:32]([NH:40][C:41]2[N:46]=[C:45]([NH:47][C:48]3[CH:53]=[CH:52][C:51]([C:54]([O:56]C)=[O:55])=[C:50]([O:58][CH3:59])[CH:49]=3)[C:44]([F:60])=[CH:43][N:42]=2)[CH:33]=[CH:34][C:35]=1[C:36]([O:38]C)=[O:37].[OH-].[Na+]. No catalyst specified. The product is [C:36]([C:35]1[CH:34]=[CH:33][C:32]([NH:40][C:41]2[N:46]=[C:45]([NH:47][C:48]3[CH:53]=[CH:52][C:51]([C:54]([OH:56])=[O:55])=[C:50]([O:58][CH3:59])[CH:49]=3)[C:44]([F:60])=[CH:43][N:42]=2)=[CH:31][C:30]=1[O:29][CH3:28])([OH:38])=[O:37]. The yield is 0.640. (2) The reactants are [CH:1]1[C:10]2[C:5](=[CH:6][CH:7]=[CH:8][CH:9]=2)[CH:4]=[CH:3][C:2]=1[CH2:11][C:12]#[N:13].Br[CH2:15][CH2:16][CH2:17][CH2:18]Br.ClC1C=CC(Cl)=CC=1C1(C#N)CCCC1. No catalyst specified. The product is [CH:1]1[C:10]2[C:5](=[CH:6][CH:7]=[CH:8][CH:9]=2)[CH:4]=[CH:3][C:2]=1[C:11]1([C:12]#[N:13])[CH2:18][CH2:17][CH2:16][CH2:15]1. The yield is 0.755. (3) The catalyst is O.CCOC(C)=O.CCCCCCC.C(#N)C. The yield is 0.540. The product is [C:1]([O:5][C@@H:6]([CH3:28])[C@H:7]([NH:10][C:11]1[CH:39]=[CH:38][N:37]=[C:36]([Cl:35])[N:41]=1)[CH2:8][OH:9])([CH3:2])([CH3:3])[CH3:4]. The reactants are [C:1]([O:5][C@@H:6]([CH3:28])[C@H:7]([NH:10][C:11](=O)OCC1C2C=CC=CC=2C2C1=CC=CC=2)[CH2:8][OH:9])([CH3:4])([CH3:3])[CH3:2].N1CCCCC1.[Cl:35][C:36]1[N:41]=C(Cl)[CH:39]=[CH:38][N:37]=1.CCN(C(C)C)C(C)C. (4) The reactants are [H-].[Na+].[Cl:3][C:4]1[CH:9]=[CH:8][CH:7]=[CH:6][C:5]=1[NH:10][C:11]([C:13]1[S:26][C:16]2[C:17]3[CH:25]=[N:24][CH:23]=[CH:22][C:18]=3[O:19][CH2:20][CH2:21][C:15]=2[CH:14]=1)=[O:12].[CH3:27]I.O. The catalyst is O1CCCC1. The product is [Cl:3][C:4]1[CH:9]=[CH:8][CH:7]=[CH:6][C:5]=1[N:10]([CH3:27])[C:11]([C:13]1[S:26][C:16]2[C:17]3[CH:25]=[N:24][CH:23]=[CH:22][C:18]=3[O:19][CH2:20][CH2:21][C:15]=2[CH:14]=1)=[O:12]. The yield is 0.670.